Dataset: Reaction yield outcomes from USPTO patents with 853,638 reactions. Task: Predict the reaction yield, written as a fraction of the theoretical maximum amount of product (1.0 means a 100% yield; for example, 0.34 means a 34% yield). The reactants are Cl[C:2]1[CH:7]=[C:6]([C:8]2[CH:13]=[C:12]([Br:14])[CH:11]=[CH:10][C:9]=2[O:15][CH2:16][CH3:17])[N:5]=[C:4]([NH2:18])[N:3]=1.[NH2:19][C:20]1[CH:21]=[N:22][C:23]([C:26]([F:29])([F:28])[F:27])=[CH:24][CH:25]=1. No catalyst specified. The product is [Br:14][C:12]1[CH:11]=[CH:10][C:9]([O:15][CH2:16][CH3:17])=[C:8]([C:6]2[N:5]=[C:4]([NH2:18])[N:3]=[C:2]([NH:19][C:20]3[CH:21]=[N:22][C:23]([C:26]([F:29])([F:27])[F:28])=[CH:24][CH:25]=3)[CH:7]=2)[CH:13]=1. The yield is 0.260.